The task is: Binary Classification. Given a T-cell receptor sequence (or CDR3 region) and an epitope sequence, predict whether binding occurs between them.. This data is from TCR-epitope binding with 47,182 pairs between 192 epitopes and 23,139 TCRs. (1) The epitope is MPASWVMRI. The TCR CDR3 sequence is CASTPGLAGSDEQFF. Result: 1 (the TCR binds to the epitope). (2) The epitope is GTSGSPIIDK. The TCR CDR3 sequence is CASSLAPLWDRMNTEAFF. Result: 0 (the TCR does not bind to the epitope). (3) The epitope is KLSALGINAV. The TCR CDR3 sequence is CASSSLGSDTQYF. Result: 0 (the TCR does not bind to the epitope). (4) Result: 0 (the TCR does not bind to the epitope). The epitope is GTSGSPIIDK. The TCR CDR3 sequence is CASNDRGNGYTF. (5) The epitope is ATVVIGTSK. The TCR CDR3 sequence is CASSQAWRTVVNTEAFF. Result: 1 (the TCR binds to the epitope). (6) The epitope is IVTDFSVIK. The TCR CDR3 sequence is CSARDRQDYGYTF. Result: 1 (the TCR binds to the epitope). (7) The epitope is PROT_97E67BCC. The TCR CDR3 sequence is CASSLGWGETQYF. Result: 0 (the TCR does not bind to the epitope). (8) The epitope is PROT_97E67BCC. The TCR CDR3 sequence is CASSFFQTYEQYF. Result: 0 (the TCR does not bind to the epitope). (9) The epitope is HPVGEADYFEY. The TCR CDR3 sequence is CASSPTRGAEAFF. Result: 0 (the TCR does not bind to the epitope).